From a dataset of Full USPTO retrosynthesis dataset with 1.9M reactions from patents (1976-2016). Predict the reactants needed to synthesize the given product. (1) The reactants are: ClC1C=CC=CN=1.N1CC(NC(=O)OC(C)(C)C)C1.Cl[C:21]1[C:22]([N:31]2[CH2:34][CH:33]([NH:35][C:36](=[O:42])[O:37][C:38]([CH3:41])([CH3:40])[CH3:39])[CH2:32]2)=[N:23][CH:24]=[C:25](C(F)(F)F)[CH:26]=1. Given the product [N:23]1[CH:24]=[CH:25][CH:26]=[CH:21][C:22]=1[N:31]1[CH2:34][CH:33]([NH:35][C:36](=[O:42])[O:37][C:38]([CH3:40])([CH3:39])[CH3:41])[CH2:32]1, predict the reactants needed to synthesize it. (2) Given the product [NH2:18][C@@H:19]([CH2:79][CH2:80][CH2:81][NH:82][C:83]([NH2:85])=[O:84])[C:20]([NH:22][C:23]1[CH:78]=[CH:77][C:26]([CH2:27][O:28][C:29]2[C:30]3[CH:76]=[CH:75][CH:74]=[CH:73][C:31]=3[C:32]3[C@H:33]([CH2:71][Cl:72])[CH2:34][N:35]([C:38](=[O:70])[CH2:39][CH2:40][CH2:41][CH2:42][CH2:43][O:44][C:45]4[C:46]([O:68][CH3:69])=[CH:47][C:48]5[C:54](=[O:55])[N:53]6[CH2:56][CH2:57][CH2:58][CH:52]6[C@H:51]([OH:59])[N:50]([C:60]([O:62][C:63]([CH3:66])([CH3:65])[CH3:64])=[O:61])[C:49]=5[CH:67]=4)[C:36]=3[CH:37]=2)=[CH:25][CH:24]=1)=[O:21], predict the reactants needed to synthesize it. The reactants are: C1C2C(COC([NH:18][C@@H:19]([CH2:79][CH2:80][CH2:81][NH:82][C:83]([NH2:85])=[O:84])[C:20]([NH:22][C:23]3[CH:78]=[CH:77][C:26]([CH2:27][O:28][C:29]4[C:30]5[CH:76]=[CH:75][CH:74]=[CH:73][C:31]=5[C:32]5[C@H:33]([CH2:71][Cl:72])[CH2:34][N:35]([C:38](=[O:70])[CH2:39][CH2:40][CH2:41][CH2:42][CH2:43][O:44][C:45]6[C:46]([O:68][CH3:69])=[CH:47][C:48]7[C:54](=[O:55])[N:53]8[CH2:56][CH2:57][CH2:58][CH:52]8[C@H:51]([OH:59])[N:50]([C:60]([O:62][C:63]([CH3:66])([CH3:65])[CH3:64])=[O:61])[C:49]=7[CH:67]=6)[C:36]=5[CH:37]=4)=[CH:25][CH:24]=3)=[O:21])=O)C3C(=CC=CC=3)C=2C=CC=1.N1CCCCC1. (3) Given the product [CH3:39][C:29]1[CH:30]=[CH:31][C:32]([S:35]([O:38][C:11]2[CH:12]=[CH:13][C:14]3[C:9](=[CH:8][C:7]([CH3:17])=[C:6]([C:18]4[CH:23]=[CH:22][CH:21]=[CH:20][CH:19]=4)[C:5]=3[OH:4])[CH:10]=2)(=[O:36])=[O:37])=[CH:33][CH:34]=1, predict the reactants needed to synthesize it. The reactants are: C([O:4][C:5]1[C:14]2[C:9](=[CH:10][C:11](OC)=[CH:12][CH:13]=2)[CH:8]=[C:7]([CH3:17])[C:6]=1[C:18]1[CH:23]=[CH:22][CH:21]=[CH:20][CH:19]=1)(=O)C.C(O)(=O)C.Br.[C:29]1([CH3:39])[CH:34]=[CH:33][C:32]([S:35]([OH:38])(=[O:37])=[O:36])=[CH:31][CH:30]=1. (4) Given the product [CH3:1][CH:2]([CH3:20])[CH2:3][CH:4]([N:8]1[C:16]2[C:11](=[CH:12][C:13]([CH3:17])=[CH:14][CH:15]=2)[CH2:10][C:9]1=[O:19])[C:5]([OH:7])=[O:6], predict the reactants needed to synthesize it. The reactants are: [CH3:1][CH:2]([CH3:20])[CH2:3][CH:4]([N:8]1[C:16]2[C:11](=[CH:12][C:13]([CH3:17])=[CH:14][CH:15]=2)[C:10](=O)[C:9]1=[O:19])[C:5]([OH:7])=[O:6].O.NN. (5) Given the product [Br:16][C:17]1[CH:24]=[CH:23][C:20]([CH2:21][O:15][CH2:14][C@@:2]2([CH3:1])[O:7][C:6]3=[N:8][C:9]([N+:11]([O-:13])=[O:12])=[CH:10][N:5]3[CH2:4][CH2:3]2)=[CH:19][CH:18]=1, predict the reactants needed to synthesize it. The reactants are: [CH3:1][C@:2]1([CH2:14][OH:15])[O:7][C:6]2=[N:8][C:9]([N+:11]([O-:13])=[O:12])=[CH:10][N:5]2[CH2:4][CH2:3]1.[Br:16][C:17]1[CH:24]=[CH:23][C:20]([CH2:21]Br)=[CH:19][CH:18]=1.[H-].[Na+].